Dataset: Catalyst prediction with 721,799 reactions and 888 catalyst types from USPTO. Task: Predict which catalyst facilitates the given reaction. (1) Reactant: [C:1]([C:3]1[C:4]([NH:15][C:16](=[O:19])OC)=[N:5][C:6]([C:9]2[CH:14]=[CH:13][CH:12]=[CH:11][CH:10]=2)=[N:7][CH:8]=1)#[N:2].C([OH:22])C.[OH-].[Na+]. Product: [C:9]1([C:6]2[N:5]=[C:4]3[NH:15][C:16](=[O:19])[NH:2][C:1](=[O:22])[C:3]3=[CH:8][N:7]=2)[CH:14]=[CH:13][CH:12]=[CH:11][CH:10]=1. The catalyst class is: 6. (2) Reactant: O[C:2]1[CH:3]=[C:4]([CH:19]=[CH:20][CH:21]=1)[CH:5]=[C:6]1[CH2:11][CH2:10][N:9](C(OC(C)(C)C)=O)[CH2:8][CH2:7]1.[C:22]1(B(O)O)[CH:27]=[CH:26][CH:25]=[CH:24][CH:23]=1.C(N(CC)CC)C.FC(F)(F)C(O)=[O:41]. Product: [NH:9]1[CH2:8][CH2:7][C:6](=[C:5]2[CH:2]=[CH:21][CH:20]=[C:19]([O:41][C:22]3[CH:27]=[CH:26][CH:25]=[CH:24][CH:23]=3)[CH:4]2[CH3:3])[CH2:11][CH2:10]1. The catalyst class is: 4. (3) Reactant: Cl.[C:2]([CH:4]([NH:12][C:13]([C@@H:15]1[CH2:20][CH2:19][CH2:18][CH2:17][C@@H:16]1[NH:21][C:22]([C:24]1[N:25]([CH3:33])[C:26]2[C:31]([CH:32]=1)=[CH:30][CH:29]=[CH:28][CH:27]=2)=[O:23])=[O:14])[CH2:5][CH:6]1[CH2:11][CH2:10][NH:9][CH2:8][CH2:7]1)#[N:3].[C:34](OC(=O)C)(=[O:36])[CH3:35]. Product: [C:34]([N:9]1[CH2:10][CH2:11][CH:6]([CH2:5][CH:4]([NH:12][C:13]([C@@H:15]2[CH2:20][CH2:19][CH2:18][CH2:17][C@@H:16]2[NH:21][C:22]([C:24]2[N:25]([CH3:33])[C:26]3[C:31]([CH:32]=2)=[CH:30][CH:29]=[CH:28][CH:27]=3)=[O:23])=[O:14])[C:2]#[N:3])[CH2:7][CH2:8]1)(=[O:36])[CH3:35]. The catalyst class is: 239. (4) Reactant: OS(O)(=O)=O.[NH2:6][C:7]1[C:20]2[C:19](=[O:21])[C:18]3[C:13](=[CH:14][CH:15]=[CH:16][CH:17]=3)[C:12](=[O:22])[C:11]=2[C:10]([Br:23])=[CH:9][C:8]=1[Br:24].S([O-])(O)(=O)=O.C1([N+]#N)C2C(=O)C3C(=CC=CC=3)C(=O)C=2C=CC=1.[N-]=[N+]=[N-].[Na+]. Product: [Br:24][C:8]1[C:7]2=[N:6][O:21][C:19]3=[C:20]2[C:11]([C:12](=[O:22])[C:13]2[C:18]3=[CH:17][CH:16]=[CH:15][CH:14]=2)=[C:10]([Br:23])[CH:9]=1. The catalyst class is: 6. (5) Reactant: [CH2:1]([O:3][C:4](=[O:30])[CH2:5][CH2:6][C:7]1[N:8]([C:20]2[CH:25]=[CH:24][C:23]([C:26](=[O:28])[NH2:27])=[CH:22][C:21]=2[CH3:29])[C:9]([C:12]2[CH:17]=[CH:16][C:15]([C:18]#[N:19])=[CH:14][CH:13]=2)=[CH:10][CH:11]=1)[CH3:2].[N-:31]=[N+:32]=[N-:33].[Na+].[Cl-].[NH4+].Cl. Product: [CH2:1]([O:3][C:4](=[O:30])[CH2:5][CH2:6][C:7]1[N:8]([C:20]2[CH:25]=[CH:24][C:23]([C:26](=[O:28])[NH2:27])=[CH:22][C:21]=2[CH3:29])[C:9]([C:12]2[CH:13]=[CH:14][C:15]([C:18]3[N:31]=[N:32][NH:33][N:19]=3)=[CH:16][CH:17]=2)=[CH:10][CH:11]=1)[CH3:2]. The catalyst class is: 3. (6) Reactant: [C:1]([C:5]1[CH:6]=[C:7]([NH:18][C:19]([NH:21][C:22]2[C:31]3[C:26](=[CH:27][CH:28]=[CH:29][CH:30]=3)[C:25]([O:32][C:33]3[CH:38]=[CH:37][N:36]=[C:35](Cl)[N:34]=3)=[CH:24][CH:23]=2)=[O:20])[C:8]([O:16][CH3:17])=[C:9]([NH:11][S:12]([CH3:15])(=[O:14])=[O:13])[CH:10]=1)([CH3:4])([CH3:3])[CH3:2].[CH3:40][O:41][C:42]1[CH:43]=[C:44]([CH:46]=[C:47]([O:49][CH2:50][CH2:51][O:52][CH2:53][CH2:54][O:55][CH2:56][CH2:57][N:58]2[CH2:63][CH2:62][O:61][CH2:60][CH2:59]2)[CH:48]=1)[NH2:45]. Product: [C:1]([C:5]1[CH:6]=[C:7]([NH:18][C:19]([NH:21][C:22]2[C:31]3[C:26](=[CH:27][CH:28]=[CH:29][CH:30]=3)[C:25]([O:32][C:33]3[CH:38]=[CH:37][N:36]=[C:35]([NH:45][C:44]4[CH:46]=[C:47]([O:49][CH2:50][CH2:51][O:52][CH2:53][CH2:54][O:55][CH2:56][CH2:57][N:58]5[CH2:59][CH2:60][O:61][CH2:62][CH2:63]5)[CH:48]=[C:42]([O:41][CH3:40])[CH:43]=4)[N:34]=3)=[CH:24][CH:23]=2)=[O:20])[C:8]([O:16][CH3:17])=[C:9]([NH:11][S:12]([CH3:15])(=[O:14])=[O:13])[CH:10]=1)([CH3:4])([CH3:3])[CH3:2]. The catalyst class is: 118. (7) Reactant: [Cl:1][C:2]1[CH:3]=[CH:4][CH:5]=[C:6]2[C:10]=1[C:9](=[O:11])[NH:8][CH2:7]2.[H-].[Na+].Br[CH:15]([CH:21]([CH3:23])[CH3:22])[C:16]([O:18][CH2:19][CH3:20])=[O:17].[Cl-].[NH4+]. Product: [Cl:1][C:2]1[CH:3]=[CH:4][CH:5]=[C:6]2[C:10]=1[C:9](=[O:11])[N:8]([CH:15]([CH:21]([CH3:23])[CH3:22])[C:16]([O:18][CH2:19][CH3:20])=[O:17])[CH2:7]2. The catalyst class is: 3. (8) Reactant: Cl[C:2]1[CH:3]=[C:4]([O:30][CH2:31][C:32]2[C:37]([F:38])=[CH:36][CH:35]=[CH:34][C:33]=2[F:39])[C:5]2[N:6]([C:8]([C:12]([NH:14][CH:15]([CH3:29])[C@@H:16]([NH:18]C(=O)OCC3C=CC=CC=3)[CH3:17])=[O:13])=[C:9]([CH3:11])[N:10]=2)[CH:7]=1. Product: [NH2:18][C@@H:16]([CH3:17])[CH:15]([NH:14][C:12]([C:8]1[N:6]2[CH:7]=[CH:2][CH:3]=[C:4]([O:30][CH2:31][C:32]3[C:33]([F:39])=[CH:34][CH:35]=[CH:36][C:37]=3[F:38])[C:5]2=[N:10][C:9]=1[CH3:11])=[O:13])[CH3:29]. The catalyst class is: 29. (9) Reactant: [CH3:1][C:2]([CH3:17])([CH3:16])[C@H:3]([NH:7][C:8]([O:10][CH2:11][CH2:12][CH2:13][CH:14]=[CH2:15])=[O:9])[C:4]([OH:6])=O.CCN(C(C)C)C(C)C.CN(C(ON1N=NC2C=CC=NC1=2)=[N+](C)C)C.F[P-](F)(F)(F)(F)F.[CH2:51]([C:54]1[C:55]([O:75][CH3:76])=[CH:56][CH:57]=[C:58]2[C:63]=1[CH:62]=[C:61]([C@@:64]1([O:73][CH3:74])[CH2:68][NH:67][C@H:66]([C:69]([O:71][CH3:72])=[O:70])[CH2:65]1)[CH:60]=[CH:59]2)[CH:52]=[CH2:53]. Product: [CH2:51]([C:54]1[C:55]([O:75][CH3:76])=[CH:56][CH:57]=[C:58]2[C:63]=1[CH:62]=[C:61]([C@@:64]1([O:73][CH3:74])[CH2:68][N:67]([C:4](=[O:6])[C@@H:3]([NH:7][C:8]([O:10][CH2:11][CH2:12][CH2:13][CH:14]=[CH2:15])=[O:9])[C:2]([CH3:1])([CH3:17])[CH3:16])[C@H:66]([C:69]([O:71][CH3:72])=[O:70])[CH2:65]1)[CH:60]=[CH:59]2)[CH:52]=[CH2:53]. The catalyst class is: 2. (10) Reactant: [F:1][C:2]1[CH:3]=[C:4]2[C:9](=[CH:10][C:11]=1F)[NH:8][C:7](=[O:13])[CH:6]=[C:5]2[CH2:14][OH:15].[CH3:16][N:17]1[CH2:22][CH2:21][NH:20][CH2:19][CH2:18]1.CS(C)=O. Product: [F:1][C:2]1[CH:3]=[C:4]2[C:9](=[CH:10][C:11]=1[N:20]1[CH2:21][CH2:22][N:17]([CH3:16])[CH2:18][CH2:19]1)[NH:8][C:7](=[O:13])[CH:6]=[C:5]2[CH2:14][OH:15]. The catalyst class is: 6.